From a dataset of Forward reaction prediction with 1.9M reactions from USPTO patents (1976-2016). Predict the product of the given reaction. (1) Given the reactants [Cl:1][C:2]1[CH:20]=[CH:19][C:5]([CH2:6][C:7]2[CH:8]=[N:9][C:10]3[N:11]([N:13]=[CH:14][C:15]=3[C:16](O)=[O:17])[CH:12]=2)=[CH:4][C:3]=1[C:21]([F:24])([F:23])[F:22].CN(C(ON1N=NC2C=CC=CC1=2)=[N+](C)C)C.[B-](F)(F)(F)F.C(N(CC)C(C)C)(C)C.[NH2:56][CH2:57][C:58]([NH2:60])=[O:59], predict the reaction product. The product is: [NH2:60][C:58](=[O:59])[CH2:57][NH:56][C:16]([C:15]1[CH:14]=[N:13][N:11]2[CH:12]=[C:7]([CH2:6][C:5]3[CH:19]=[CH:20][C:2]([Cl:1])=[C:3]([C:21]([F:23])([F:22])[F:24])[CH:4]=3)[CH:8]=[N:9][C:10]=12)=[O:17]. (2) Given the reactants [CH3:1][N:2]([S:20]([C:23]1[S:24][CH:25]=[CH:26][CH:27]=1)(=[O:22])=[O:21])[C:3]1[CH:4]=[C:5]([O:15][C:16]([F:19])([F:18])[F:17])[CH:6]=[C:7]2[C:11]=1[NH:10][C:9]([C:12]([OH:14])=O)=[CH:8]2.Cl.[C:29]([S:48][CH2:49][CH2:50][NH2:51])([C:42]1[CH:47]=[CH:46][CH:45]=[CH:44][CH:43]=1)([C:36]1[CH:41]=[CH:40][CH:39]=[CH:38][CH:37]=1)[C:30]1[CH:35]=[CH:34][CH:33]=[CH:32][CH:31]=1.N1(O)C2C=CC=CC=2N=N1.Cl.CN(C)CCCN=C=NCC, predict the reaction product. The product is: [CH3:1][N:2]([S:20]([C:23]1[S:24][CH:25]=[CH:26][CH:27]=1)(=[O:21])=[O:22])[C:3]1[CH:4]=[C:5]([O:15][C:16]([F:17])([F:18])[F:19])[CH:6]=[C:7]2[C:11]=1[NH:10][C:9]([C:12]([NH:51][CH2:50][CH2:49][S:48][C:29]([C:36]1[CH:41]=[CH:40][CH:39]=[CH:38][CH:37]=1)([C:30]1[CH:31]=[CH:32][CH:33]=[CH:34][CH:35]=1)[C:42]1[CH:47]=[CH:46][CH:45]=[CH:44][CH:43]=1)=[O:14])=[CH:8]2. (3) Given the reactants Br[C:2]1[CH:3]=[N:4][CH:5]=[CH:6][CH:7]=1.C([O-])([O-])=O.[Cs+].[Cs+].[O:14]1[CH:18]=[CH:17][CH:16]=[C:15]1[C:19]1[C:24]([C:25]2[CH:30]=[CH:29][N:28]=[CH:27][N:26]=2)=[CH:23][N:22]=[C:21]([NH2:31])[N:20]=1.O1CCOCC1, predict the reaction product. The product is: [O:14]1[CH:18]=[CH:17][CH:16]=[C:15]1[C:19]1[C:24]([C:25]2[CH:30]=[CH:29][N:28]=[CH:27][N:26]=2)=[CH:23][N:22]=[C:21]([NH:31][C:2]2[CH:3]=[N:4][CH:5]=[CH:6][CH:7]=2)[N:20]=1. (4) Given the reactants [Cl:1][C:2]1[CH:7]=[CH:6][C:5]([C:8]2[S:9][C:10]([C:14]([OH:16])=O)=[C:11]([CH3:13])[N:12]=2)=[CH:4][CH:3]=1.O.O[N:19]1[C:23]2[CH:24]=[CH:25][CH:26]=[CH:27][C:22]=2N=N1.Cl.C[N:30](C)CCCN=C=NCC.CN1CC[O:44][CH2:43]C1.[C:47](O)(=O)[CH2:48][C:49]([CH2:54][C:55](O)=O)(C(O)=O)O.CN(C)[CH:62]=[O:63], predict the reaction product. The product is: [Cl:1][C:2]1[CH:3]=[CH:4][C:5]([C:8]2[S:9][C:10]([C:14]([NH:30][CH:54]3[CH2:49][CH2:48][CH2:47][N:19]([C:23]4[CH:22]=[C:27]([CH:26]=[CH:25][CH:24]=4)[C:43]([O:63][CH3:62])=[O:44])[CH2:55]3)=[O:16])=[C:11]([CH3:13])[N:12]=2)=[CH:6][CH:7]=1. (5) The product is: [F:1][C:2]1[CH:3]=[C:4]2[C:8](=[CH:9][CH:10]=1)[NH:7][N:6]=[C:5]2[CH2:11][C:12]([O:14][CH2:15][CH3:16])=[O:13]. Given the reactants [F:1][C:2]1[CH:3]=[C:4]2[C:8](=[CH:9][CH:10]=1)[NH:7][N:6]=[C:5]2[CH2:11][C:12]([OH:14])=[O:13].[CH2:15](O)[CH3:16], predict the reaction product. (6) Given the reactants C(NC(C)C)(C)C.C([Li])CCC.C[Si](C=[N+]=[N-])(C)C.[CH2:20]([N:27]1[CH2:32][CH2:31][C:30](=O)[CH2:29][CH2:28]1)[C:21]1[CH:26]=[CH:25][CH:24]=[CH:23][CH:22]=1.[O:34]1CCC[CH2:35]1, predict the reaction product. The product is: [CH2:20]([N:27]1[CH2:32][CH2:31][CH:30]([CH:35]=[O:34])[CH2:29][CH2:28]1)[C:21]1[CH:26]=[CH:25][CH:24]=[CH:23][CH:22]=1. (7) The product is: [C:1]1([C:7]2[N:8]=[C:9]3[C:14]([CH2:13][CH2:12][CH2:11][NH:10]3)=[CH:15][CH:16]=2)[CH:2]=[CH:3][CH:4]=[CH:5][CH:6]=1. Given the reactants [C:1]1([C:7]2[CH:16]=[CH:15][C:14]3[C:9](=[N:10][CH:11]=[CH:12][CH:13]=3)[N:8]=2)[CH:6]=[CH:5][CH:4]=[CH:3][CH:2]=1, predict the reaction product.